Dataset: Forward reaction prediction with 1.9M reactions from USPTO patents (1976-2016). Task: Predict the product of the given reaction. (1) Given the reactants [CH3:1][O:2][CH2:3][CH2:4][N:5]1[C:14]2[C:9](=[CH:10][C:11](I)=[CH:12][CH:13]=2)[C:8](=[O:16])[C:7]([C:17]([OH:19])=[O:18])=[CH:6]1.[CH2:20]([O:23][CH2:24][CH2:25][OH:26])[CH:21]=[CH2:22], predict the reaction product. The product is: [OH:26][CH2:25][CH2:24][O:23][CH2:20][CH:21]=[CH:22][C:11]1[CH:10]=[C:9]2[C:14](=[CH:13][CH:12]=1)[N:5]([CH2:4][CH2:3][O:2][CH3:1])[CH:6]=[C:7]([C:17]([OH:19])=[O:18])[C:8]2=[O:16]. (2) Given the reactants C([N:8]1[C:13]([CH3:15])([CH3:14])[CH2:12][N:11]([CH2:16][C:17]2[CH:22]=[C:21]([C:23]3[CH:28]=[CH:27][C:26]([OH:29])=[CH:25][CH:24]=3)[N:20]=[C:19]3[N:30]([CH:34]4[CH2:39][CH2:38][CH2:37][CH2:36][O:35]4)[N:31]=[C:32]([CH3:33])[C:18]=23)[C:10]([CH3:41])([CH3:40])[CH2:9]1)C1C=CC=CC=1, predict the reaction product. The product is: [CH3:33][C:32]1[C:18]2[C:19](=[N:20][C:21]([C:23]3[CH:24]=[CH:25][C:26]([OH:29])=[CH:27][CH:28]=3)=[CH:22][C:17]=2[CH2:16][N:11]2[CH2:12][C:13]([CH3:14])([CH3:15])[NH:8][CH2:9][C:10]2([CH3:41])[CH3:40])[N:30]([CH:34]2[CH2:39][CH2:38][CH2:37][CH2:36][O:35]2)[N:31]=1. (3) Given the reactants Br[C:2]1[CH:3]=[CH:4][C:5]([C:8]([NH:10][CH2:11][C:12]2[CH:13]=[CH:14][C:15]([C:18]3[CH:23]=[CH:22][N:21]=[C:20]([F:24])[CH:19]=3)=[N:16][CH:17]=2)=[O:9])=[N:6][CH:7]=1.[CH3:25][N:26]([CH3:36])[C:27]1[N:32]=[CH:31][C:30](B(O)O)=[CH:29][CH:28]=1.C1(C)C=CC=CC=1.C([O-])([O-])=O.[Na+].[Na+], predict the reaction product. The product is: [CH3:25][N:26]([CH3:36])[C:27]1[N:32]=[CH:31][C:30]([C:2]2[CH:7]=[N:6][C:5]([C:8]([NH:10][CH2:11][C:12]3[CH:13]=[CH:14][C:15]([C:18]4[CH:23]=[CH:22][N:21]=[C:20]([F:24])[CH:19]=4)=[N:16][CH:17]=3)=[O:9])=[CH:4][CH:3]=2)=[CH:29][CH:28]=1. (4) Given the reactants [CH3:1][O:2][C:3]1[CH:4]=[C:5]2[C:10](=[CH:11][C:12]=1[O:13][CH3:14])[NH:9][C:8](=[O:15])[C:7]([C:16]([NH:18][C:19]1[CH:20]=[C:21]([CH:25]=[CH:26][C:27]=1[CH3:28])[C:22](O)=[O:23])=[O:17])=[CH:6]2.CN(C=O)C.CN(C(ON1N=NC2C=CC=NC1=2)=[N+](C)C)C.F[P-](F)(F)(F)(F)F.[NH2:58][C@@H:59]([C:62]1[CH:67]=[CH:66][CH:65]=[CH:64][CH:63]=1)[CH2:60][OH:61], predict the reaction product. The product is: [OH:61][CH2:60][C@@H:59]([NH:58][C:22]([C:21]1[CH:25]=[CH:26][C:27]([CH3:28])=[C:19]([NH:18][C:16]([C:7]2[C:8](=[O:15])[NH:9][C:10]3[C:5]([CH:6]=2)=[CH:4][C:3]([O:2][CH3:1])=[C:12]([O:13][CH3:14])[CH:11]=3)=[O:17])[CH:20]=1)=[O:23])[C:62]1[CH:67]=[CH:66][CH:65]=[CH:64][CH:63]=1. (5) The product is: [Cl:29][C:26]1[CH:27]=[CH:28][C:23]([C:13]2[N:12]([CH:5]([CH:6]3[CH2:7][CH2:8][CH2:9][CH2:10][CH2:11]3)[C:4]([OH:30])=[O:3])[C:16]3[CH:17]=[C:18]([F:22])[C:19]([F:21])=[CH:20][C:15]=3[N:14]=2)=[CH:24][CH:25]=1. Given the reactants C([O:3][C:4](=[O:30])[CH:5]([N:12]1[C:16]2[CH:17]=[C:18]([F:22])[C:19]([F:21])=[CH:20][C:15]=2[N:14]=[C:13]1[C:23]1[CH:28]=[CH:27][C:26]([Cl:29])=[CH:25][CH:24]=1)[CH:6]1[CH2:11][CH2:10][CH2:9][CH2:8][CH2:7]1)C.O.[OH-].[Li+], predict the reaction product. (6) Given the reactants [F:1][C:2]1[CH:10]=[CH:9][C:5]([C:6](Cl)=[O:7])=[CH:4][CH:3]=1.[NH2:11][C:12]1[CH:25]=[CH:24][CH:23]=[CH:22][C:13]=1[C:14]([C:16]1[CH:21]=[CH:20][N:19]=[CH:18][CH:17]=1)=[O:15].C(N(CC)CC)C.C(Cl)(Cl)Cl, predict the reaction product. The product is: [F:1][C:2]1[CH:10]=[CH:9][C:5]([C:6]([NH:11][C:12]2[CH:25]=[CH:24][CH:23]=[CH:22][C:13]=2[C:14]([C:16]2[CH:21]=[CH:20][N:19]=[CH:18][CH:17]=2)=[O:15])=[O:7])=[CH:4][CH:3]=1. (7) Given the reactants [C:1]([O:5][C:6]([N:8]1[CH2:13][CH2:12][CH2:11][C@:10]([F:27])([CH2:14][NH:15][C:16]2[N:17]=[CH:18][C:19]3[CH:25]=[N:24][CH:23]=[C:22]([I:26])[C:20]=3[N:21]=2)[CH2:9]1)=[O:7])([CH3:4])([CH3:3])[CH3:2].C(=O)=O.C(OC(N1CCC[C@@](F)(CNC2N=CC3C=NC=C(I)C=3N=2)C1)=O)(C)(C)C, predict the reaction product. The product is: [C:1]([O:5][C:6]([N:8]1[CH2:13][CH2:12][CH2:11][C:10]([F:27])([CH2:14][NH:15][C:16]2[N:17]=[CH:18][C:19]3[CH:25]=[N:24][CH:23]=[C:22]([I:26])[C:20]=3[N:21]=2)[CH2:9]1)=[O:7])([CH3:4])([CH3:2])[CH3:3].